This data is from Full USPTO retrosynthesis dataset with 1.9M reactions from patents (1976-2016). The task is: Predict the reactants needed to synthesize the given product. (1) Given the product [CH:7]1[CH:12]=[CH:11][C:10]([C@@H:13]2[N:22]([C:23]([O:25][C@@H:26]3[CH:31]4[CH2:30][CH2:29][N:28]([CH2:33][CH2:32]4)[CH2:27]3)=[O:24])[CH2:21][CH2:20][C:19]3[CH:18]=[CH:17][CH:16]=[CH:15][C:14]2=3)=[CH:9][CH:8]=1.[C:34]([O-:39])(=[O:38])[C:35]([O-:37])=[O:36], predict the reactants needed to synthesize it. The reactants are: C(OCC)(=O)C.[CH:7]1[CH:8]=[CH:9][C:10]([C@@H:13]2[N:22]([C:23]([O:25][C@@H:26]3[CH:31]4[CH2:32][CH2:33][N:28]([CH2:29][CH2:30]4)[CH2:27]3)=[O:24])[CH2:21][CH2:20][C:19]3[CH:18]=[CH:17][CH:16]=[CH:15][C:14]2=3)=[CH:11][CH:12]=1.[C:34]([OH:39])(=[O:38])[C:35]([OH:37])=[O:36]. (2) Given the product [CH3:7][C@@H:8]1[CH2:12][CH2:11][C@@H:10]([CH3:13])[N:9]1[CH2:14][C:15]1[CH:20]=[C:19]([CH2:21][OH:22])[CH:18]=[CH:17][C:16]=1[C:25]1[CH:30]=[C:29]([O:31][CH3:32])[CH:28]=[CH:27][C:26]=1[F:33], predict the reactants needed to synthesize it. The reactants are: [H-].[H-].[H-].[H-].[Li+].[Al+3].[CH3:7][C@@H:8]1[CH2:12][CH2:11][C@@H:10]([CH3:13])[N:9]1[CH2:14][C:15]1[CH:20]=[C:19]([C:21](OC)=[O:22])[CH:18]=[CH:17][C:16]=1[C:25]1[CH:30]=[C:29]([O:31][CH3:32])[CH:28]=[CH:27][C:26]=1[F:33].